This data is from Human liver microsome stability data. The task is: Regression/Classification. Given a drug SMILES string, predict its absorption, distribution, metabolism, or excretion properties. Task type varies by dataset: regression for continuous measurements (e.g., permeability, clearance, half-life) or binary classification for categorical outcomes (e.g., BBB penetration, CYP inhibition). Dataset: hlm. (1) The molecule is CC(=O)Nc1cccc(-c2ccc3nc(-c4cccnc4N)n(-c4ccc(C5(N)CCC5)cc4)c3n2)c1. The result is 0 (unstable in human liver microsomes). (2) The compound is CN1CCN(C(=O)c2cc3cc(Cl)cc(N)c3[nH]2)CC1. The result is 0 (unstable in human liver microsomes). (3) The compound is Nc1ncccc1-c1cc(Cc2ccc(Oc3ccccn3)cc2)no1. The result is 0 (unstable in human liver microsomes).